From a dataset of Reaction yield outcomes from USPTO patents with 853,638 reactions. Predict the reaction yield, written as a fraction of the theoretical maximum amount of product (1.0 means a 100% yield; for example, 0.34 means a 34% yield). (1) The reactants are CCN=C=NCCCN(C)C.[CH3:12][N:13]([CH2:15][C:16]1[N:20]2[C:21](=[O:30])[N:22]([CH:24]3[CH2:29][CH2:28][NH:27][CH2:26][CH2:25]3)[CH2:23][C:19]2=[CH:18][N:17]=1)[CH3:14].[Cl:31][C:32]1[CH:33]=[C:34]2[C:39](=[CH:40][CH:41]=1)[CH:38]=[C:37]([S:42]([CH2:45][C@@H:46]([OH:50])[C:47](O)=[O:48])(=[O:44])=[O:43])[CH:36]=[CH:35]2.C1C=CC2N(O)N=NC=2C=1. The catalyst is CN(C=O)C.C(#N)C. The product is [Cl:31][C:32]1[CH:33]=[C:34]2[C:39](=[CH:40][CH:41]=1)[CH:38]=[C:37]([S:42]([CH2:45][C@@H:46]([OH:50])[C:47]([N:27]1[CH2:28][CH2:29][CH:24]([N:22]3[CH2:23][C:19]4=[CH:18][N:17]=[C:16]([CH2:15][N:13]([CH3:12])[CH3:14])[N:20]4[C:21]3=[O:30])[CH2:25][CH2:26]1)=[O:48])(=[O:43])=[O:44])[CH:36]=[CH:35]2. The yield is 0.420. (2) The reactants are [CH2:1]([O:3][P:4]([C:9]1[CH:14]=[CH:13][CH:12]=[CH:11][C:10]=1[OH:15])(=[O:8])[O:5][CH2:6][CH3:7])[CH3:2].[I-:16].[Na+].CC1C=CC(S([N-]Cl)(=O)=O)=CC=1.O.O.O.[Na+].Cl. The catalyst is CN(C=O)C.O. The product is [CH2:6]([O:5][P:4]([C:9]1[CH:14]=[C:13]([I:16])[CH:12]=[CH:11][C:10]=1[OH:15])(=[O:8])[O:3][CH2:1][CH3:2])[CH3:7]. The yield is 0.730. (3) The reactants are [NH2:1][C:2]1[CH:11]=[CH:10][C:9]([Cl:12])=[CH:8][C:3]=1[C:4]([O:6][CH3:7])=[O:5].IC.[C:15](=O)([O-])[O-].[K+].[K+]. The catalyst is C(#N)C. The product is [CH3:7][O:6][C:4](=[O:5])[C:3]1[CH:8]=[C:9]([Cl:12])[CH:10]=[CH:11][C:2]=1[NH:1][CH3:15]. The yield is 0.130. (4) The reactants are [C:1](=[O:3])=[O:2].[CH:4]1([N:7]2[C:16]3[C:11](=[CH:12][C:13]([F:28])=[C:14]([N:19]4[CH2:27][C@H:26]5[C@H:21]([NH:22][CH2:23][CH2:24][CH2:25]5)[CH2:20]4)[C:15]=3[O:17][CH3:18])[C:10](=[O:29])[C:9]([C:30]([O:32][CH2:33][C:34]3[CH:39]=[CH:38][CH:37]=[CH:36][CH:35]=3)=[O:31])=[CH:8]2)[CH2:6][CH2:5]1.C(=O)([O-])[O-].[Cs+].[Cs+].Br[CH2:47][C:48]([NH:50][C:51]1[CH:56]=[CH:55][C:54]([CH2:57][CH:58]([P:67](=[O:74])([O:71][CH2:72][CH3:73])[O:68][CH2:69][CH3:70])[P:59]([O:64][CH2:65][CH3:66])([O:61][CH2:62][CH3:63])=[O:60])=[CH:53][CH:52]=1)=[O:49]. The catalyst is CN(C=O)C. The product is [CH2:69]([O:68][P:67]([CH:58]([P:59]([O:64][CH2:65][CH3:66])([O:61][CH2:62][CH3:63])=[O:60])[CH2:57][C:54]1[CH:55]=[CH:56][C:51]([NH:50][C:48]([CH2:47][O:2][C:1]([N:22]2[CH2:23][CH2:24][CH2:25][C@H:26]3[CH2:27][N:19]([C:14]4[C:15]([O:17][CH3:18])=[C:16]5[C:11]([C:10](=[O:29])[C:9]([C:30]([O:32][CH2:33][C:34]6[CH:35]=[CH:36][CH:37]=[CH:38][CH:39]=6)=[O:31])=[CH:8][N:7]5[CH:4]5[CH2:6][CH2:5]5)=[CH:12][C:13]=4[F:28])[CH2:20][C@@H:21]23)=[O:3])=[O:49])=[CH:52][CH:53]=1)([O:71][CH2:72][CH3:73])=[O:74])[CH3:70]. The yield is 0.510. (5) The reactants are [OH:1][C:2]1([C:15]2[S:16][C:17]([C:20]3[CH:25]=[C:24]([NH:26][C:27]4[N:32]=[C:31]([C:33]([F:36])([F:35])[F:34])[CH:30]=[CH:29][N:28]=4)[CH:23]=[C:22]([CH3:37])[CH:21]=3)=[CH:18][N:19]=2)[CH2:7][CH2:6][N:5](C(OC(C)(C)C)=O)[CH2:4][CH2:3]1.C(O)(C(F)(F)F)=O.C([O-])(O)=O.[Na+]. The catalyst is C(Cl)Cl. The product is [CH3:37][C:22]1[CH:21]=[C:20]([C:17]2[S:16][C:15]([C:2]3([OH:1])[CH2:3][CH2:4][NH:5][CH2:6][CH2:7]3)=[N:19][CH:18]=2)[CH:25]=[C:24]([NH:26][C:27]2[N:32]=[C:31]([C:33]([F:35])([F:36])[F:34])[CH:30]=[CH:29][N:28]=2)[CH:23]=1. The yield is 0.980. (6) The reactants are [O:1]1[CH:5]=[CH:4][C:3]([NH:6][C:7](=[O:14])OCC(Cl)(Cl)Cl)=[N:2]1.[C:15]1([C:21]2[N:25]=[C:24]([N:26]3[CH2:31][CH2:30][NH:29][CH2:28][CH2:27]3)[S:23][N:22]=2)[CH:20]=[CH:19][CH:18]=[CH:17][CH:16]=1.C(N(C(C)C)CC)(C)C.O. The catalyst is CS(C)=O. The product is [O:1]1[CH:5]=[CH:4][C:3]([NH:6][C:7]([N:29]2[CH2:30][CH2:31][N:26]([C:24]3[S:23][N:22]=[C:21]([C:15]4[CH:20]=[CH:19][CH:18]=[CH:17][CH:16]=4)[N:25]=3)[CH2:27][CH2:28]2)=[O:14])=[N:2]1. The yield is 0.188. (7) The reactants are [O:1]=[C:2]1[CH:19]=[C:18]([CH:20]2[CH2:25][CH2:24][N:23](C(OC(C)(C)C)=O)[CH2:22][CH2:21]2)[N:5]2[N:6]=[C:7]3[C:12]([C:11]([C:13]4[CH:17]=[CH:16][S:15][CH:14]=4)=[CH:10][CH:9]=[CH:8]3)=[C:4]2[NH:3]1.[ClH:33]. The catalyst is O1CCOCC1. The product is [ClH:33].[NH:23]1[CH2:24][CH2:25][CH:20]([C:18]2[N:5]3[N:6]=[C:7]4[C:12]([C:11]([C:13]5[CH:17]=[CH:16][S:15][CH:14]=5)=[CH:10][CH:9]=[CH:8]4)=[C:4]3[NH:3][C:2](=[O:1])[CH:19]=2)[CH2:21][CH2:22]1. The yield is 0.400. (8) The reactants are [C:1]([C:3](=[CH:7][C:8]1[S:9][CH:10]=[CH:11][CH:12]=1)[C:4](=[S:6])[NH2:5])#[N:2].N1[CH2:18][CH2:17][CH2:16][CH2:15][CH2:14]1.[CH2:19](O)[CH3:20]. No catalyst specified. The product is [SH:6][C:4]1[N:5]=[C:15]2[CH2:16][CH2:17][CH2:18][CH2:19][CH2:20][C:14]2=[C:7]([C:8]2[S:9][CH:10]=[CH:11][CH:12]=2)[C:3]=1[C:1]#[N:2]. The yield is 0.250. (9) The reactants are [NH2:1][C@@H:2]([CH2:33][C:34]1[CH:39]=[CH:38][CH:37]=[CH:36][CH:35]=1)[C@@H:3]([OH:32])[CH2:4][C@@H:5]([NH:19][C:20]([C@@H:22]([NH:27][C:28](=[O:31])[O:29][CH3:30])[C:23]([CH3:26])([CH3:25])[CH3:24])=[O:21])[CH2:6][C:7]1[CH:12]=[CH:11][C:10]([C:13]2[CH:18]=[CH:17][CH:16]=[CH:15][N:14]=2)=[CH:9][CH:8]=1.[CH3:40][O:41][CH2:42][C:43]([NH:45][C@@H:46]([C:50]([CH3:53])([CH3:52])[CH3:51])[C:47](O)=[O:48])=[O:44].CCOP(ON1N=NC2C=CC=CC=2C1=O)(OCC)=O.C(N(CC)C(C)C)(C)C. The catalyst is C1COCC1. The product is [CH3:30][O:29][C:28](=[O:31])[NH:27][C@@H:22]([C:23]([CH3:26])([CH3:25])[CH3:24])[C:20](=[O:21])[NH:19][C@@H:5]([CH2:6][C:7]1[CH:12]=[CH:11][C:10]([C:13]2[CH:18]=[CH:17][CH:16]=[CH:15][N:14]=2)=[CH:9][CH:8]=1)[CH2:4][C@H:3]([OH:32])[C@H:2]([CH2:33][C:34]1[CH:35]=[CH:36][CH:37]=[CH:38][CH:39]=1)[NH:1][C:47](=[O:48])[C@H:46]([C:50]([CH3:52])([CH3:51])[CH3:53])[NH:45][C:43](=[O:44])[CH2:42][O:41][CH3:40]. The yield is 0.380. (10) The reactants are C=O.[OH-].[Na+].[CH3:5][O:6]CCOC.[Cl:11][C:12]1[C:13]([CH:21]([C:31]2[C:36]([F:37])=[CH:35][CH:34]=[C:33]([F:38])[C:32]=2[F:39])[S:22]([CH2:25][CH2:26][C:27]([F:30])([F:29])[F:28])(=[O:24])=[O:23])=[CH:14][C:15]([C:18]([NH2:20])=[O:19])=[N:16][CH:17]=1. The catalyst is O. The product is [Cl:11][C:12]1[C:13]([CH:21]([C:31]2[C:36]([F:37])=[CH:35][CH:34]=[C:33]([F:38])[C:32]=2[F:39])[S:22]([CH2:25][CH2:26][C:27]([F:30])([F:29])[F:28])(=[O:24])=[O:23])=[CH:14][C:15]([C:18]([NH:20][CH2:5][OH:6])=[O:19])=[N:16][CH:17]=1. The yield is 0.600.